Dataset: Full USPTO retrosynthesis dataset with 1.9M reactions from patents (1976-2016). Task: Predict the reactants needed to synthesize the given product. (1) Given the product [C:1]([C:4]1[CH:27]=[CH:26][C:7]([O:8][CH2:9][C:10]2[CH:15]=[CH:14][C:13]([CH2:16][C:17]3[CH:18]=[C:19]([CH:22]=[CH:23][CH:24]=3)[C:20]#[N:21])=[CH:12][CH:11]=2)=[C:6]([C:28]([F:30])([F:31])[F:29])[C:5]=1[OH:32])(=[O:3])[CH3:2], predict the reactants needed to synthesize it. The reactants are: [C:1]([C:4]1[CH:27]=[CH:26][C:7]([O:8][CH2:9][C:10]2[CH:15]=[CH:14][C:13]([CH:16](O)[C:17]3[CH:18]=[C:19]([CH:22]=[CH:23][CH:24]=3)[C:20]#[N:21])=[CH:12][CH:11]=2)=[C:6]([C:28]([F:31])([F:30])[F:29])[C:5]=1[OH:32])(=[O:3])[CH3:2].[SiH](CC)(CC)CC. (2) Given the product [NH2:32][C:29]1[N:30]=[CH:31][C:26]([C:8]2[N:7]=[C:6]3[C:11]([N:12]=[C:13]([N:14]4[CH2:19][CH2:18][N:17]([C:58](=[O:59])[CH2:57][C@H:56]([OH:55])[CH3:61])[CH2:16][CH2:15]4)[N:5]3[CH2:1][CH:2]([CH3:4])[CH3:3])=[C:10]([N:20]3[CH2:25][CH2:24][O:23][CH2:22][CH2:21]3)[N:9]=2)=[CH:27][N:28]=1, predict the reactants needed to synthesize it. The reactants are: [CH2:1]([N:5]1[C:13]([N:14]2[CH2:19][CH2:18][NH:17][CH2:16][CH2:15]2)=[N:12][C:11]2[C:6]1=[N:7][C:8]([C:26]1[CH:27]=[N:28][C:29]([NH2:32])=[N:30][CH:31]=1)=[N:9][C:10]=2[N:20]1[CH2:25][CH2:24][O:23][CH2:22][CH2:21]1)[CH:2]([CH3:4])[CH3:3].Cl.C(N=C=NCCCN(C)C)C.ON1C2C=CC=CC=2N=N1.[OH:55][C@H:56]([CH3:61])[CH2:57][C:58](O)=[O:59]. (3) The reactants are: [CH3:1][C:2]1[CH:7]=[CH:6][CH:5]=[C:4]([SH:8])[CH:3]=1.[OH-].[K+].Br[C:12]([CH3:21])([CH3:20])[C:13]([O:15][C:16]([CH3:19])([CH3:18])[CH3:17])=[O:14]. Given the product [CH3:20][C:12]([S:8][C:4]1[CH:5]=[CH:6][CH:7]=[C:2]([CH3:1])[CH:3]=1)([CH3:21])[C:13]([O:15][C:16]([CH3:19])([CH3:18])[CH3:17])=[O:14], predict the reactants needed to synthesize it. (4) The reactants are: Br[C:2]1[CH:3]=[C:4]([CH:36]=[CH:37][C:38]=1[Cl:39])[C:5]([N:7]([CH:9]1[CH:13]([C:14]2[CH:19]=[CH:18][C:17]([Cl:20])=[C:16]([Cl:21])[CH:15]=2)[CH2:12][N:11]([C:22]([CH:24]2[CH2:29][CH2:28][N:27]([C:30]([C:32]3([CH3:35])[CH2:34][CH2:33]3)=[O:31])[CH2:26][CH2:25]2)=[O:23])[CH2:10]1)[CH3:8])=[O:6].C1(P([CH:53]2[CH2:58][CH2:57]CCC2)C2CCCCC2)CCCCC1. Given the product [Cl:39][C:38]1[CH:37]=[CH:36][C:4]([C:5]([N:7]([CH:9]2[CH:13]([C:14]3[CH:19]=[CH:18][C:17]([Cl:20])=[C:16]([Cl:21])[CH:15]=3)[CH2:12][N:11]([C:22]([CH:24]3[CH2:29][CH2:28][N:27]([C:30]([C:32]4([CH3:35])[CH2:34][CH2:33]4)=[O:31])[CH2:26][CH2:25]3)=[O:23])[CH2:10]2)[CH3:8])=[O:6])=[CH:3][C:2]=1[CH:57]1[CH2:58][CH2:53]1, predict the reactants needed to synthesize it. (5) Given the product [CH:1]1([C:4]2[CH:9]=[CH:8][N:7]=[C:6]([CH2:10][C:11]([NH2:15])=[O:13])[CH:5]=2)[CH2:3][CH2:2]1, predict the reactants needed to synthesize it. The reactants are: [CH:1]1([C:4]2[CH:9]=[CH:8][N:7]=[C:6]([CH2:10][C:11]([O:13]C)=O)[CH:5]=2)[CH2:3][CH2:2]1.[NH3:15]. (6) The reactants are: Cl[C:2]1[CH:7]=[C:6]([O:8][CH2:9][CH2:10][C@H:11]([CH:13]2[CH2:18][CH2:17][N:16]([C:19]3[O:23][N:22]=[C:21]([CH:24]([CH3:26])[CH3:25])[N:20]=3)[CH2:15][CH2:14]2)[CH3:12])[N:5]=[CH:4][N:3]=1.[C:27]([O:31][C:32](=[O:46])[NH:33][C@@H:34]1[C@@H:38]([N:39]2[CH2:44][CH2:43][CH2:42][CH2:41][C:40]2=[O:45])[CH2:37][NH:36][CH2:35]1)([CH3:30])([CH3:29])[CH3:28].C(N(CC)CC)C. Given the product [C:27]([O:31][C:32](=[O:46])[NH:33][C@@H:34]1[C@@H:38]([N:39]2[CH2:44][CH2:43][CH2:42][CH2:41][C:40]2=[O:45])[CH2:37][N:36]([C:2]2[CH:7]=[C:6]([O:8][CH2:9][CH2:10][C@H:11]([CH:13]3[CH2:18][CH2:17][N:16]([C:19]4[O:23][N:22]=[C:21]([CH:24]([CH3:26])[CH3:25])[N:20]=4)[CH2:15][CH2:14]3)[CH3:12])[N:5]=[CH:4][N:3]=2)[CH2:35]1)([CH3:30])([CH3:28])[CH3:29], predict the reactants needed to synthesize it. (7) Given the product [C:13]([O:12][C:10]([N:5]1[C:6]([B:17]([OH:22])[OH:18])=[CH:7][C:8]2[S:9][C:2]([Cl:1])=[CH:3][C:4]1=2)=[O:11])([CH3:16])([CH3:15])[CH3:14], predict the reactants needed to synthesize it. The reactants are: [Cl:1][C:2]1[S:9][C:8]2[CH:7]=[CH:6][N:5]([C:10]([O:12][C:13]([CH3:16])([CH3:15])[CH3:14])=[O:11])[C:4]=2[CH:3]=1.[B:17](OC(C)C)([O:22]C(C)C)[O:18]C(C)C.[Li+].CC([N-]C(C)C)C.